Dataset: Full USPTO retrosynthesis dataset with 1.9M reactions from patents (1976-2016). Task: Predict the reactants needed to synthesize the given product. (1) Given the product [Cl:30][C:31]1[CH:39]=[CH:38][C:34]([C:35]([N:21]2[CH2:22][CH2:23][C:17]3[C:16]([N:24]4[CH2:25][CH2:26][O:27][CH2:28][CH2:29]4)=[N:15][C:14]([C:11]4[CH:10]=[CH:9][C:8]([NH:7][C:5]([NH:4][CH2:2][CH3:3])=[O:6])=[CH:13][CH:12]=4)=[N:19][C:18]=3[CH2:20]2)=[O:36])=[CH:33][CH:32]=1, predict the reactants needed to synthesize it. The reactants are: Cl.[CH2:2]([NH:4][C:5]([NH:7][C:8]1[CH:13]=[CH:12][C:11]([C:14]2[N:15]=[C:16]([N:24]3[CH2:29][CH2:28][O:27][CH2:26][CH2:25]3)[C:17]3[CH2:23][CH2:22][NH:21][CH2:20][C:18]=3[N:19]=2)=[CH:10][CH:9]=1)=[O:6])[CH3:3].[Cl:30][C:31]1[CH:39]=[CH:38][C:34]([C:35](Cl)=[O:36])=[CH:33][CH:32]=1. (2) Given the product [CH3:42][S:43]([NH:1][C:2]1[CH:11]=[CH:10][C:9]2[C:4](=[CH:5][CH:6]=[CH:7][CH:8]=2)[C:3]=1[C:12]1[C:21]2[C:16](=[CH:17][CH:18]=[CH:19][CH:20]=2)[CH:15]=[CH:14][C:13]=1[P:22]([C:24]1[CH:25]=[CH:26][CH:27]=[CH:28][CH:29]=1)([C:30]1[CH:31]=[CH:32][CH:33]=[CH:34][CH:35]=1)=[O:23])(=[O:45])=[O:44], predict the reactants needed to synthesize it. The reactants are: [NH2:1][C:2]1[CH:11]=[CH:10][C:9]2[C:4](=[CH:5][CH:6]=[CH:7][CH:8]=2)[C:3]=1[C:12]1[C:21]2[C:16](=[CH:17][CH:18]=[CH:19][CH:20]=2)[CH:15]=[CH:14][C:13]=1[P:22]([C:30]1[CH:35]=[CH:34][CH:33]=[CH:32][CH:31]=1)([C:24]1[CH:29]=[CH:28][CH:27]=[CH:26][CH:25]=1)=[O:23].N1C=CC=CC=1.[CH3:42][S:43](Cl)(=[O:45])=[O:44].[Cl-].[NH4+]. (3) The reactants are: [C:1]([O:5][C:6]([N:8]1[CH:16]2[CH:11]([CH2:12][N:13](CC3C=CC=CC=3)[CH2:14][CH2:15]2)[CH2:10][CH2:9]1)=[O:7])([CH3:4])([CH3:3])[CH3:2]. Given the product [C:1]([O:5][C:6]([N:8]1[CH:16]2[CH:11]([CH2:12][NH:13][CH2:14][CH2:15]2)[CH2:10][CH2:9]1)=[O:7])([CH3:4])([CH3:2])[CH3:3], predict the reactants needed to synthesize it. (4) Given the product [C:46]([NH:17][CH2:16][CH:15]([C:18]1[CH:23]=[CH:22][CH:21]=[C:20]([CH2:24][CH2:25][C:26]2[CH:31]=[C:30]([CH3:32])[CH:29]=[C:28]([N:33]3[C:37]([CH3:38])=[CH:36][CH:35]=[C:34]3[CH3:39])[N:27]=2)[N:19]=1)[CH2:14][C:12]1[CH:11]=[C:10]([CH3:40])[CH:9]=[C:8]([N:3]2[C:4]([CH3:7])=[CH:5][CH:6]=[C:2]2[CH3:1])[N:13]=1)([O:45][C:42]([CH3:44])([CH3:43])[CH3:41])=[O:47], predict the reactants needed to synthesize it. The reactants are: [CH3:1][C:2]1[N:3]([C:8]2[N:13]=[C:12]([CH2:14][CH:15]([C:18]3[CH:23]=[CH:22][CH:21]=[C:20]([CH2:24][CH2:25][C:26]4[CH:31]=[C:30]([CH3:32])[CH:29]=[C:28]([N:33]5[C:37]([CH3:38])=[CH:36][CH:35]=[C:34]5[CH3:39])[N:27]=4)[N:19]=3)[CH2:16][NH2:17])[CH:11]=[C:10]([CH3:40])[CH:9]=2)[C:4]([CH3:7])=[CH:5][CH:6]=1.[CH3:41][C:42]([O:45][C:46](O[C:46]([O:45][C:42]([CH3:44])([CH3:43])[CH3:41])=[O:47])=[O:47])([CH3:44])[CH3:43].C(N(CC)CC)C.